Dataset: Full USPTO retrosynthesis dataset with 1.9M reactions from patents (1976-2016). Task: Predict the reactants needed to synthesize the given product. (1) The reactants are: NCCCN1C2C=CC=CC=2N=C1CN(C)[C@@H]1C2N=CC=CC=2CCC1.[CH3:27][N:28]([CH2:39][C:40]1[N:44]([CH2:45][CH:46]2CC[CH2:49][N:48]([CH3:52])[CH2:47]2)[C:43]2[CH:53]=[CH:54][CH:55]=[CH:56][C:42]=2[N:41]=1)[CH:29]1[C:38]2[N:37]=[CH:36][CH:35]=[CH:34][C:33]=2[CH2:32][CH2:31][CH2:30]1. Given the product [CH3:52][N:48]([CH3:49])[CH2:47][CH2:46][CH2:45][N:44]1[C:43]2[CH:53]=[CH:54][CH:55]=[CH:56][C:42]=2[N:41]=[C:40]1[CH2:39][N:28]([CH3:27])[C@@H:29]1[C:38]2[N:37]=[CH:36][CH:35]=[CH:34][C:33]=2[CH2:32][CH2:31][CH2:30]1, predict the reactants needed to synthesize it. (2) Given the product [CH3:17][O:18][C:19](=[O:27])[C:20]1[CH:25]=[CH:24][CH:23]=[C:22]([NH:26][C:8](=[O:10])[CH2:7][C:4]2[CH:3]=[CH:2][C:1]([C:11]3[CH:16]=[CH:15][CH:14]=[CH:13][CH:12]=3)=[CH:6][CH:5]=2)[CH:21]=1, predict the reactants needed to synthesize it. The reactants are: [C:1]1([C:11]2[CH:16]=[CH:15][CH:14]=[CH:13][CH:12]=2)[CH:6]=[CH:5][C:4]([CH2:7][C:8]([OH:10])=O)=[CH:3][CH:2]=1.[CH3:17][O:18][C:19](=[O:27])[C:20]1[CH:25]=[CH:24][CH:23]=[C:22]([NH2:26])[CH:21]=1.C1C=CC2N(O)N=NC=2C=1.CCN(C(C)C)C(C)C. (3) Given the product [NH2:7][CH2:8][C:9]([N:11]1[CH2:12][CH2:13][N:14]([C:17]2[CH:22]=[CH:21][CH:20]=[C:19]([CH2:23][S:24]([CH:27]=[C:28]3[CH2:29][N:30]([CH:32]([C:40]4[CH:41]=[CH:42][C:43]([Cl:46])=[CH:44][CH:45]=4)[C:33]4[CH:38]=[CH:37][C:36]([Cl:39])=[CH:35][CH:34]=4)[CH2:31]3)(=[O:26])=[O:25])[CH:18]=2)[CH2:15][CH2:16]1)=[O:10], predict the reactants needed to synthesize it. The reactants are: C(OC(=O)[NH:7][CH2:8][C:9]([N:11]1[CH2:16][CH2:15][N:14]([C:17]2[CH:22]=[CH:21][CH:20]=[C:19]([CH2:23][S:24]([CH:27]=[C:28]3[CH2:31][N:30]([CH:32]([C:40]4[CH:45]=[CH:44][C:43]([Cl:46])=[CH:42][CH:41]=4)[C:33]4[CH:38]=[CH:37][C:36]([Cl:39])=[CH:35][CH:34]=4)[CH2:29]3)(=[O:26])=[O:25])[CH:18]=2)[CH2:13][CH2:12]1)=[O:10])(C)(C)C. (4) Given the product [Br:20][C:21]1[CH:22]=[CH:23][CH:24]=[C:25]2[C:29]=1[NH:28][C:27]([C:30]([F:31])([F:32])[F:33])=[C:26]2[CH2:34][CH2:35][CH2:36][O:37][C:42]1[CH:43]=[C:44]([CH3:45])[C:39]([Cl:38])=[C:40]([CH3:47])[CH:41]=1, predict the reactants needed to synthesize it. The reactants are: C1C=CC(P(C2C=CC=CC=2)C2C=CC=CC=2)=CC=1.[Br:20][C:21]1[CH:22]=[CH:23][CH:24]=[C:25]2[C:29]=1[NH:28][C:27]([C:30]([F:33])([F:32])[F:31])=[C:26]2[CH2:34][CH2:35][CH2:36][OH:37].[Cl:38][C:39]1[C:44]([CH3:45])=[CH:43][C:42](O)=[CH:41][C:40]=1[CH3:47]. (5) Given the product [N:1]1([C:8]([C:10]2[CH:11]=[N:12][C:13]([NH:24][C:23]3[CH:25]=[CH:26][C:20]([Cl:19])=[CH:21][CH:22]=3)=[C:14]([O:16][CH3:17])[CH:15]=2)=[O:9])[CH2:7][CH2:6][CH2:5][CH2:4][CH2:3][CH2:2]1, predict the reactants needed to synthesize it. The reactants are: [N:1]1([C:8]([C:10]2[CH:11]=[N:12][C:13](Cl)=[C:14]([O:16][CH3:17])[CH:15]=2)=[O:9])[CH2:7][CH2:6][CH2:5][CH2:4][CH2:3][CH2:2]1.[Cl:19][C:20]1[CH:26]=[CH:25][C:23]([NH2:24])=[CH:22][CH:21]=1.C([O-])([O-])=O.[K+].[K+].C1C=CC(P(C2C(C3C(P(C4C=CC=CC=4)C4C=CC=CC=4)=CC=C4C=3C=CC=C4)=C3C(C=CC=C3)=CC=2)C2C=CC=CC=2)=CC=1.